Dataset: Catalyst prediction with 721,799 reactions and 888 catalyst types from USPTO. Task: Predict which catalyst facilitates the given reaction. (1) Reactant: [Cl:1][C:2]1[CH:42]=[CH:41][C:5]([O:6][C:7]2[CH:12]=[CH:11][C:10]([N:13]3[CH:17]([C:18]4[CH:23]=[CH:22][CH:21]=[C:20]([C:24]([F:27])([F:26])[F:25])[CH:19]=4)[CH2:16][N:15]([CH2:28][C:29]([NH:31][CH2:32][C:33]([O:35]C(C)(C)C)=[O:34])=[O:30])[C:14]3=[O:40])=[CH:9][CH:8]=2)=[CH:4][CH:3]=1. Product: [Cl:1][C:2]1[CH:3]=[CH:4][C:5]([O:6][C:7]2[CH:8]=[CH:9][C:10]([N:13]3[CH:17]([C:18]4[CH:23]=[CH:22][CH:21]=[C:20]([C:24]([F:27])([F:25])[F:26])[CH:19]=4)[CH2:16][N:15]([CH2:28][C:29]([NH:31][CH2:32][C:33]([OH:35])=[O:34])=[O:30])[C:14]3=[O:40])=[CH:11][CH:12]=2)=[CH:41][CH:42]=1. The catalyst class is: 157. (2) Reactant: Br[CH2:2][CH2:3][OH:4].[C:5]([O:9][C:10](=[O:18])[NH:11][CH:12]1[CH2:17][CH2:16][NH:15][CH2:14][CH2:13]1)([CH3:8])([CH3:7])[CH3:6].C(=O)([O-])[O-].[K+].[K+]. The catalyst class is: 9. Product: [C:5]([O:9][C:10](=[O:18])[NH:11][CH:12]1[CH2:17][CH2:16][N:15]([CH2:2][CH2:3][OH:4])[CH2:14][CH2:13]1)([CH3:8])([CH3:6])[CH3:7]. (3) Reactant: [C:1]([O:5][C:6]([NH:8]CC(OCC)=O)=[O:7])([CH3:4])([CH3:3])[CH3:2].[C:15]1([CH3:21])[CH:20]=CC=C[CH:16]=1.[O:22]1CCCC1.[Cl-].[NH4+]. Product: [C:1]([O:5][C:6](=[O:7])[NH:8][CH2:20][C:15]([OH:22])([CH3:16])[CH3:21])([CH3:4])([CH3:3])[CH3:2]. The catalyst class is: 7. (4) Reactant: CCN(CC)CC.[Si:8]([O:15]S(C(F)(F)F)(=O)=O)([C:11]([CH3:14])([CH3:13])[CH3:12])([CH3:10])[CH3:9].[CH3:23][O:24][C:25](=[O:69])[CH2:26][S:27][CH2:28][CH2:29][CH2:30][S:31][C@H:32]1[C:36](=O)[CH2:35][C@@H:34]([O:38][Si](C(C)(C)C)(C)C)[CH:33]1/[CH:46]=[CH:47]/[CH:48]([O:61][Si:62]([C:65]([CH3:68])([CH3:67])[CH3:66])([CH3:64])[CH3:63])[CH2:49][CH2:50][C:51]1[S:55][C:54]2[CH:56]=[CH:57][CH:58]=[CH:59][C:53]=2[C:52]=1[Cl:60].C([O-])(O)=O.[Na+]. Product: [CH3:23][O:24][C:25](=[O:69])[CH2:26][S:27][CH2:28][CH2:29][CH2:30][S:31][C@@H:32]1[CH:33](/[CH:46]=[CH:47]/[CH:48]([O:61][Si:62]([C:65]([CH3:66])([CH3:67])[CH3:68])([CH3:63])[CH3:64])[CH2:49][CH2:50][C:51]2[S:55][C:54]3[CH:56]=[CH:57][CH:58]=[CH:59][C:53]=3[C:52]=2[Cl:60])[C@H:34]([OH:38])[CH:35]=[C:36]1[O:15][Si:8]([C:11]([CH3:12])([CH3:13])[CH3:14])([CH3:9])[CH3:10]. The catalyst class is: 4. (5) Reactant: [OH-].[Li+:2].[Cl:3][C:4]1[CH:29]=[C:28]([Cl:30])[CH:27]=[CH:26][C:5]=1[C:6]([NH:8][C:9]1[CH:18]=[CH:17][C:16]([O:19][CH2:20][C:21]2[S:22][CH:23]=[CH:24][CH:25]=2)=[CH:15][C:10]=1[C:11]([O:13]C)=[O:12])=[O:7]. Product: [Cl:3][C:4]1[CH:29]=[C:28]([Cl:30])[CH:27]=[CH:26][C:5]=1[C:6]([NH:8][C:9]1[CH:18]=[CH:17][C:16]([O:19][CH2:20][C:21]2[S:22][CH:23]=[CH:24][CH:25]=2)=[CH:15][C:10]=1[C:11]([O-:13])=[O:12])=[O:7].[Li+:2]. The catalyst class is: 1. (6) Reactant: Cl[C:2]1[CH:7]=[C:6]([CH3:8])[N:5]=[C:4]([NH:9][C:10](=[NH:20])[NH:11][C:12]2[CH:17]=[CH:16][C:15]([Cl:18])=[C:14]([Cl:19])[CH:13]=2)[N:3]=1.[CH3:21][NH:22][CH3:23].C1C[O:27]CC1.C(N(C(C)C)CC)(C)C. Product: [NH4+:3].[OH-:27].[CH3:21][N:22]([CH3:23])[C:2]1[CH:7]=[C:6]([CH3:8])[N:5]=[C:4]([NH:9][C:10]([NH:11][C:12]2[CH:17]=[CH:16][C:15]([Cl:18])=[C:14]([Cl:19])[CH:13]=2)=[NH:20])[N:3]=1. The catalyst class is: 44. (7) Reactant: [NH2:1][C:2]1[CH:3]=[C:4]([CH:21]=[CH:22][C:23]=1[F:24])[O:5][C:6]1[N:11]=[C:10]2[S:12][C:13]([NH:15][C:16]([CH:18]3[CH2:20][CH2:19]3)=[O:17])=[N:14][C:9]2=[CH:8][CH:7]=1.[N:25]([C:28]1[CH:33]=[CH:32][C:31]([C:34]([F:37])([F:36])[F:35])=[CH:30][CH:29]=1)=[C:26]=[O:27]. Product: [F:24][C:23]1[CH:22]=[CH:21][C:4]([O:5][C:6]2[N:11]=[C:10]3[S:12][C:13]([NH:15][C:16]([CH:18]4[CH2:20][CH2:19]4)=[O:17])=[N:14][C:9]3=[CH:8][CH:7]=2)=[CH:3][C:2]=1[NH:1][C:26](=[O:27])[NH:25][C:28]1[CH:33]=[CH:32][C:31]([C:34]([F:35])([F:37])[F:36])=[CH:30][CH:29]=1. The catalyst class is: 17. (8) Product: [Br:4][C:5]1[CH:12]=[C:11]([O:2][CH3:1])[C:8]([CH:9]=[O:10])=[C:7]([F:14])[CH:6]=1. Reactant: [CH3:1][O-:2].[Na+].[Br:4][C:5]1[CH:12]=[C:11](F)[C:8]([CH:9]=[O:10])=[C:7]([F:14])[CH:6]=1. The catalyst class is: 5. (9) Reactant: [CH3:1][C:2]1[CH:7]=[CH:6][C:5]([S:8]([NH:11][C:12]([O:14][CH2:15][CH2:16][C:17]2[CH:22]=[CH:21][C:20](B(O)O)=[CH:19][CH:18]=2)=[O:13])(=[O:10])=[O:9])=[CH:4][CH:3]=1.[C:26]1([C:32]2[N:33]=[CH:34][NH:35][CH:36]=2)[CH:31]=[CH:30][CH:29]=[CH:28][CH:27]=1.C(N(CC)CC)C. Product: [CH3:1][C:2]1[CH:7]=[CH:6][C:5]([S:8]([NH:11][C:12](=[O:13])[O:14][CH2:15][CH2:16][C:17]2[CH:22]=[CH:21][C:20]([N:35]3[CH:36]=[C:32]([C:26]4[CH:31]=[CH:30][CH:29]=[CH:28][CH:27]=4)[N:33]=[CH:34]3)=[CH:19][CH:18]=2)(=[O:10])=[O:9])=[CH:4][CH:3]=1. The catalyst class is: 732. (10) Reactant: [Cl:1][C:2]1[CH:8]=[C:7]([C:9]([F:12])([F:11])[F:10])[CH:6]=[C:5]([Cl:13])[C:3]=1[NH2:4].[F:14][B-:15]([F:18])([F:17])[F:16].[H+].[N:20](OCCC(C)C)=O. Product: [F:14][B-:15]([F:18])([F:17])[F:16].[Cl:1][C:2]1[CH:8]=[C:7]([C:9]([F:12])([F:11])[F:10])[CH:6]=[C:5]([Cl:13])[C:3]=1[N+:4]#[N:20]. The catalyst class is: 8.